Dataset: Reaction yield outcomes from USPTO patents with 853,638 reactions. Task: Predict the reaction yield, written as a fraction of the theoretical maximum amount of product (1.0 means a 100% yield; for example, 0.34 means a 34% yield). (1) The reactants are [CH3:1][C:2]1([CH3:18])[C@@H:6]2[CH2:7][N:8](CC3C=CC=CC=3)[CH2:9][C@@H:5]2[CH2:4][N:3]1[CH3:17].Cl. The product is [CH3:1][C:2]1([CH3:18])[C@@H:6]2[CH2:7][NH:8][CH2:9][C@@H:5]2[CH2:4][N:3]1[CH3:17]. The yield is 1.00. The catalyst is CO.[Pd]. (2) The reactants are [CH:1]([C:3]1[N:4]=[CH:5][NH:6][CH:7]=1)=[O:2].[C:8]1([CH3:18])[CH:13]=[CH:12][C:11]([S:14](Cl)(=[O:16])=[O:15])=[CH:10][CH:9]=1.C(N(CC)CC)C.CCCCCCC. The catalyst is CN(C)C(=O)C.O. The product is [S:14]([N:6]1[CH:7]=[C:3]([CH:1]=[O:2])[N:4]=[CH:5]1)([C:11]1[CH:12]=[CH:13][C:8]([CH3:18])=[CH:9][CH:10]=1)(=[O:16])=[O:15]. The yield is 0.850.